From a dataset of Forward reaction prediction with 1.9M reactions from USPTO patents (1976-2016). Predict the product of the given reaction. (1) Given the reactants [CH2:1]([C@@:5]1([C:21]([O:23]C(C)(C)C)=[O:22])[CH2:9][C@H:8]([C:10]2[O:14][N:13]=[C:12]([CH3:15])[N:11]=2)[C@H:7]([C:16]2[S:17][CH:18]=[CH:19][CH:20]=2)[NH:6]1)[CH:2]([CH3:4])[CH3:3].[CH3:28][O:29][C:30]1[CH:31]=[C:32]([CH:36]=[CH:37][C:38]=1[C:39]([CH3:42])([CH3:41])[CH3:40])[C:33](Cl)=[O:34].FC(F)(F)C(O)=O, predict the reaction product. The product is: [CH2:1]([C@@:5]1([C:21]([OH:23])=[O:22])[CH2:9][C@H:8]([C:10]2[O:14][N:13]=[C:12]([CH3:15])[N:11]=2)[C@H:7]([C:16]2[S:17][CH:18]=[CH:19][CH:20]=2)[N:6]1[C:33](=[O:34])[C:32]1[CH:36]=[CH:37][C:38]([C:39]([CH3:40])([CH3:41])[CH3:42])=[C:30]([O:29][CH3:28])[CH:31]=1)[CH:2]([CH3:3])[CH3:4]. (2) Given the reactants [Si:1]([O:8][C@H:9]1[CH2:14][CH2:13][C@H:12]([N:15]2[CH:19]=[C:18](I)[CH:17]=[N:16]2)[CH2:11][CH2:10]1)([C:4]([CH3:7])([CH3:6])[CH3:5])([CH3:3])[CH3:2].C([Mg]Cl)(C)C.CO[B:28]1[O:32][C:31]([CH3:34])([CH3:33])[C:30]([CH3:36])([CH3:35])[O:29]1.[NH4+].[Cl-], predict the reaction product. The product is: [Si:1]([O:8][C@H:9]1[CH2:14][CH2:13][C@H:12]([N:15]2[CH:19]=[C:18]([B:28]3[O:32][C:31]([CH3:34])([CH3:33])[C:30]([CH3:36])([CH3:35])[O:29]3)[CH:17]=[N:16]2)[CH2:11][CH2:10]1)([C:4]([CH3:7])([CH3:6])[CH3:5])([CH3:3])[CH3:2]. (3) The product is: [Cl:1][C:2]1[S:3][C:4]([CH2:7][NH:8][N:9]2[C:18]3[C:13](=[CH:14][CH:15]=[CH:16][CH:17]=3)[C:12]([OH:19])=[C:11]([C:20]3[NH:25][C:24]4[CH:26]=[CH:27][CH:28]=[CH:29][C:23]=4[S:22](=[O:30])(=[O:31])[N:21]=3)[C:10]2=[O:32])=[CH:5][N:6]=1. Given the reactants [Cl:1][C:2]1[S:3][C:4]([CH:7]=[N:8][N:9]2[C:18]3[C:13](=[CH:14][CH:15]=[CH:16][CH:17]=3)[C:12]([OH:19])=[C:11]([C:20]3[NH:25][C:24]4[CH:26]=[CH:27][CH:28]=[CH:29][C:23]=4[S:22](=[O:31])(=[O:30])[N:21]=3)[C:10]2=[O:32])=[CH:5][N:6]=1.CO.[BH4-].[Li+].Cl, predict the reaction product. (4) Given the reactants Br[CH2:2][CH2:3][CH2:4][C:5]#[N:6].C1(P(C2C=CC=CC=2)C2C=CC=CC=2)C=CC=CC=1.CC(C)([O-])C.[K+].[CH:32](=O)[CH2:33][CH2:34][CH2:35][CH2:36]/[CH:37]=[CH:38]\[CH2:39][CH3:40], predict the reaction product. The product is: [C:5](#[N:6])[CH2:4][CH2:3]/[CH:2]=[CH:40]\[CH2:39][CH2:38][CH2:37][CH2:36]/[CH:35]=[CH:34]\[CH2:33][CH3:32].